Predict the product of the given reaction. From a dataset of Forward reaction prediction with 1.9M reactions from USPTO patents (1976-2016). (1) Given the reactants [CH2:1]([O:8][C:9]1[CH:10]=[C:11](I)[CH:12]=[C:13]2[C:18]=1[N:17]=[CH:16][NH:15][C:14]2=[O:19])[C:2]1[CH:7]=[CH:6][CH:5]=[CH:4][CH:3]=1.C[Li].C([Li])(C)(C)C.[CH3:28][C:29]1[CH:36]=[CH:35][C:32]([CH:33]=[O:34])=[CH:31][CH:30]=1, predict the reaction product. The product is: [CH2:1]([O:8][C:9]1[CH:10]=[C:11]([CH:33]([OH:34])[C:32]2[CH:35]=[CH:36][C:29]([CH3:28])=[CH:30][CH:31]=2)[CH:12]=[C:13]2[C:18]=1[N:17]=[CH:16][NH:15][C:14]2=[O:19])[C:2]1[CH:7]=[CH:6][CH:5]=[CH:4][CH:3]=1. (2) Given the reactants [CH2:1]([O:8][C:9]([NH:11][CH2:12][CH2:13][C:14]([NH:16][C@H:17]([C:24]([OH:26])=[O:25])[CH2:18][C:19]1[N:23]=[CH:22][NH:21][CH:20]=1)=[O:15])=[O:10])[C:2]1[CH:7]=[CH:6][CH:5]=[CH:4][CH:3]=1.[CH2:27](O)[CH3:28].Cl, predict the reaction product. The product is: [CH2:27]([O:25][C:24](=[O:26])[C@H:17]([CH2:18][C:19]1[N:23]=[CH:22][NH:21][CH:20]=1)[NH:16][C:14](=[O:15])[CH2:13][CH2:12][NH:11][C:9]([O:8][CH2:1][C:2]1[CH:3]=[CH:4][CH:5]=[CH:6][CH:7]=1)=[O:10])[CH3:28].